From a dataset of Reaction yield outcomes from USPTO patents with 853,638 reactions. Predict the reaction yield, written as a fraction of the theoretical maximum amount of product (1.0 means a 100% yield; for example, 0.34 means a 34% yield). (1) The reactants are [C:1]([O:4][C:5]1[CH:10]=[CH:9][C:8]([C:11]2[CH:16]=[CH:15][C:14]([N+:17]([O-])=O)=[CH:13][CH:12]=2)=[CH:7][CH:6]=1)(=[O:3])[CH3:2]. The catalyst is [Pd].C(O)C. The product is [C:1]([O:4][C:5]1[CH:6]=[CH:7][C:8]([C:11]2[CH:16]=[CH:15][C:14]([NH2:17])=[CH:13][CH:12]=2)=[CH:9][CH:10]=1)(=[O:3])[CH3:2]. The yield is 0.920. (2) The reactants are [Cl:1][C:2]1[CH:21]=[CH:20][C:5]2[O:6][C:7]3[CH:19]=[CH:18][CH:17]=[CH:16][C:8]=3[C@@H:9]3[C@H:14]([NH2:15])[CH2:13][CH2:12][CH2:11][N:10]3[C:4]=2[CH:3]=1.[CH:22](OCC)=[O:23]. No catalyst specified. The product is [Cl:1][C:2]1[CH:21]=[CH:20][C:5]2[O:6][C:7]3[CH:19]=[CH:18][CH:17]=[CH:16][C:8]=3[C@@H:9]3[C@H:14]([NH:15][CH:22]=[O:23])[CH2:13][CH2:12][CH2:11][N:10]3[C:4]=2[CH:3]=1. The yield is 1.00. (3) The reactants are [NH2:1][CH:2]1[CH2:5][N:4]([C:6]2[S:7][C:8]3[CH:14]=[C:13]([C:15]([O:17][CH2:18][CH3:19])=[O:16])[CH:12]=[CH:11][C:9]=3[N:10]=2)[CH2:3]1.[Cl:20][C:21]1[N:22]=[C:23]([C:28](O)=[O:29])[NH:24][C:25]=1[CH2:26][CH3:27].CCN=C=NCCCN(C)C.Cl.ON1C2C=CC=CC=2N=N1.CN1CCOCC1. No catalyst specified. The product is [Cl:20][C:21]1[N:22]=[C:23]([C:28]([NH:1][CH:2]2[CH2:5][N:4]([C:6]3[S:7][C:8]4[CH:14]=[C:13]([C:15]([O:17][CH2:18][CH3:19])=[O:16])[CH:12]=[CH:11][C:9]=4[N:10]=3)[CH2:3]2)=[O:29])[NH:24][C:25]=1[CH2:26][CH3:27]. The yield is 0.420. (4) The reactants are [Cl:1][C:2]1[S:6][C:5]([C:7]2[N:12]=[C:11]([NH:13][C:14]3[CH:19]=[CH:18][C:17]([CH2:20][C:21]([NH:23][OH:24])=[NH:22])=[CH:16][CH:15]=3)[C:10]([CH2:25][CH3:26])=[C:9]([CH3:27])[N:8]=2)=[CH:4][CH:3]=1.Cl[C:29]([O:31][C:32]1[CH:37]=[CH:36][CH:35]=[CH:34][CH:33]=1)=[O:30].CCN(CC)CC. The catalyst is ClCCl. The product is [Cl:1][C:2]1[S:6][C:5]([C:7]2[N:12]=[C:11]([NH:13][C:14]3[CH:15]=[CH:16][C:17]([CH2:20]/[C:21](=[N:22]\[C:29](=[O:30])[O:31][C:32]4[CH:37]=[CH:36][CH:35]=[CH:34][CH:33]=4)/[NH:23][OH:24])=[CH:18][CH:19]=3)[C:10]([CH2:25][CH3:26])=[C:9]([CH3:27])[N:8]=2)=[CH:4][CH:3]=1. The yield is 1.00. (5) The reactants are C[Al](C)C.[CH3:5][O:6][C:7]1[CH:8]=[C:9]([CH2:15][CH2:16][C:17]2[CH:18]=[C:19]([NH2:22])[NH:20][N:21]=2)[CH:10]=[C:11]([O:13][CH3:14])[CH:12]=1.[CH2:23]1[CH:28]2[CH2:29][CH2:30][CH2:31][CH2:32][N:27]2[CH2:26][CH2:25][N:24]1[C:33]1[N:38]=[CH:37][C:36]([C:39](OC)=[O:40])=[CH:35][N:34]=1. The catalyst is C1(C)C=CC=CC=1. The product is [CH2:23]1[CH:28]2[CH2:29][CH2:30][CH2:31][CH2:32][N:27]2[CH2:26][CH2:25][N:24]1[C:33]1[N:38]=[CH:37][C:36]([C:39]([NH:22][C:19]2[NH:20][N:21]=[C:17]([CH2:16][CH2:15][C:9]3[CH:8]=[C:7]([O:6][CH3:5])[CH:12]=[C:11]([O:13][CH3:14])[CH:10]=3)[CH:18]=2)=[O:40])=[CH:35][N:34]=1. The yield is 0.420. (6) The reactants are [C:1]1(P([C:1]2[CH:6]=CC=[CH:3][CH:2]=2)[C:1]2[CH:6]=CC=[CH:3][CH:2]=2)[CH:6]=CC=[CH:3][CH:2]=1.C(O)CC=C.[Br:25][C:26]1[C:31]([OH:32])=[CH:30][CH:29]=[CH:28][N:27]=1.N(C(OCC)=O)=NC(OCC)=O. The catalyst is C1COCC1. The product is [Br:25][C:26]1[C:31]([O:32][CH2:3][CH2:2][CH:1]=[CH2:6])=[CH:30][CH:29]=[CH:28][N:27]=1. The yield is 0.780. (7) The reactants are [Cl:1][C:2]1[N:7]=[C:6]([C:8]2[NH:9][C:10]3[C:15]([CH:16]=2)=[C:14]([F:17])[CH:13]=[CH:12][CH:11]=3)[C:5]([NH2:18])=[CH:4][CH:3]=1.CCN(C(C)C)C(C)C.[Cl:28][CH:29]([CH3:33])[C:30](Cl)=[O:31]. The catalyst is N1C=CC=CC=1.O. The product is [Cl:28][CH:29]([CH3:33])[C:30]([NH:18][C:5]1[C:6]([C:8]2[NH:9][C:10]3[C:15]([CH:16]=2)=[C:14]([F:17])[CH:13]=[CH:12][CH:11]=3)=[N:7][C:2]([Cl:1])=[CH:3][CH:4]=1)=[O:31]. The yield is 0.900.